This data is from Peptide-MHC class I binding affinity with 185,985 pairs from IEDB/IMGT. The task is: Regression. Given a peptide amino acid sequence and an MHC pseudo amino acid sequence, predict their binding affinity value. This is MHC class I binding data. (1) The peptide sequence is PADCFLVKL. The MHC is HLA-A68:02 with pseudo-sequence HLA-A68:02. The binding affinity (normalized) is 0.0130. (2) The peptide sequence is RRHGMAWRQ. The MHC is HLA-B73:01 with pseudo-sequence HLA-B73:01. The binding affinity (normalized) is 0.132. (3) The peptide sequence is LPTRCRLEI. The binding affinity (normalized) is 0.452. The MHC is HLA-B35:01 with pseudo-sequence HLA-B35:01.